This data is from Forward reaction prediction with 1.9M reactions from USPTO patents (1976-2016). The task is: Predict the product of the given reaction. (1) The product is: [C:24]([C:28]1[CH:32]=[C:31]([NH:33][C:34]([NH:4][C:3]2[CH:5]=[C:6]([O:9][C:10]3[C:19]4[C:14](=[CH:15][C:16]([O:22][CH3:23])=[C:17]([O:20][CH3:21])[CH:18]=4)[N:13]=[CH:12][N:11]=3)[CH:7]=[CH:8][C:2]=2[Cl:1])=[O:35])[N:30]([C:43]2[CH:48]=[CH:47][C:46]([CH3:49])=[CH:45][CH:44]=2)[N:29]=1)([CH3:27])([CH3:26])[CH3:25]. Given the reactants [Cl:1][C:2]1[CH:8]=[CH:7][C:6]([O:9][C:10]2[C:19]3[C:14](=[CH:15][C:16]([O:22][CH3:23])=[C:17]([O:20][CH3:21])[CH:18]=3)[N:13]=[CH:12][N:11]=2)=[CH:5][C:3]=1[NH2:4].[C:24]([C:28]1[CH:32]=[C:31]([NH:33][C:34](=O)[O:35]C2C=CC=CC=2)[N:30]([C:43]2[CH:48]=[CH:47][C:46]([CH3:49])=[CH:45][CH:44]=2)[N:29]=1)([CH3:27])([CH3:26])[CH3:25], predict the reaction product. (2) The product is: [CH2:8]1[C:16]2[C:11](=[C:12]([NH:17][C:5](=[O:7])[CH3:6])[CH:13]=[CH:14][CH:15]=2)[CH2:10][CH2:9]1. Given the reactants C(O[C:5](=[O:7])[CH3:6])(=O)C.[CH2:8]1[C:16]2[CH:15]=[CH:14][CH:13]=[C:12]([NH2:17])[C:11]=2[CH2:10][CH2:9]1, predict the reaction product. (3) Given the reactants [C:1]([C:5]1[CH:10]=[CH:9][C:8]([CH2:11][C:12]([NH:14][C@H:15]([C:28]2[CH:33]=[CH:32][C:31]([O:34][CH2:35][C:36]([F:39])([F:38])[F:37])=[CH:30][N:29]=2)[C:16]2[N:17]=[N:18][N:19]([C:21]([CH3:27])([CH3:26])[C:22](OC)=[O:23])[CH:20]=2)=[O:13])=[CH:7][CH:6]=1)([CH3:4])([CH3:3])[CH3:2].[BH4-].[Li+], predict the reaction product. The product is: [C:1]([C:5]1[CH:10]=[CH:9][C:8]([CH2:11][C:12]([NH:14][C@@H:15]([C:16]2[N:17]=[N:18][N:19]([C:21]([CH3:27])([CH3:26])[CH2:22][OH:23])[CH:20]=2)[C:28]2[CH:33]=[CH:32][C:31]([O:34][CH2:35][C:36]([F:38])([F:39])[F:37])=[CH:30][N:29]=2)=[O:13])=[CH:7][CH:6]=1)([CH3:4])([CH3:2])[CH3:3].